Dataset: TCR-epitope binding with 47,182 pairs between 192 epitopes and 23,139 TCRs. Task: Binary Classification. Given a T-cell receptor sequence (or CDR3 region) and an epitope sequence, predict whether binding occurs between them. (1) The epitope is IPRRNVATL. The TCR CDR3 sequence is CASSLGTGAYANTGELFF. Result: 1 (the TCR binds to the epitope). (2) The epitope is LPAADLDDF. The TCR CDR3 sequence is CASSLGRLAGARTGELFF. Result: 1 (the TCR binds to the epitope). (3) The epitope is RPPIFIRRL. The TCR CDR3 sequence is CASSLGGTLGEQYF. Result: 0 (the TCR does not bind to the epitope). (4) The epitope is EILDITPCSF. The TCR CDR3 sequence is CASSLGPSGLSSYNEQFF. Result: 0 (the TCR does not bind to the epitope). (5) The epitope is LPPIVAKEI. The TCR CDR3 sequence is CASSPRQGHEQYF. Result: 1 (the TCR binds to the epitope). (6) The epitope is TLIGDCATV. The TCR CDR3 sequence is CASSQVTAHTEAFF. Result: 0 (the TCR does not bind to the epitope). (7) The epitope is RAKFKQLL. The TCR CDR3 sequence is CASSFQGLVSSYNEQFF. Result: 1 (the TCR binds to the epitope). (8) The epitope is IVDTVSALV. The TCR CDR3 sequence is CASSPTGPYEQYF. Result: 0 (the TCR does not bind to the epitope). (9) The epitope is KEIDRLNEV. The TCR CDR3 sequence is CASSRGQGSGNTIYF. Result: 1 (the TCR binds to the epitope). (10) The epitope is RTLNAWVKV. The TCR CDR3 sequence is CASTHPGNTEAFF. Result: 0 (the TCR does not bind to the epitope).